From a dataset of Forward reaction prediction with 1.9M reactions from USPTO patents (1976-2016). Predict the product of the given reaction. (1) Given the reactants Br[C:2]1[CH:3]=[C:4]2[C:8](=[CH:9][CH:10]=1)[NH:7][N:6]=[C:5]2[S:11][CH3:12].B1(B2OC(C)(C)C(C)(C)O2)OC(C)(C)C(C)(C)O1.C(O[K])(C)=O.Br[C:37]1[CH:38]=[C:39]([NH:43][C@H:44]([C:47]2[CH:52]=[CH:51][CH:50]=[CH:49][CH:48]=2)[CH2:45][OH:46])[CH:40]=[N:41][CH:42]=1.C([O-])([O-])=O.[K+].[K+], predict the reaction product. The product is: [CH3:12][S:11][C:5]1[C:4]2[C:8](=[CH:9][CH:10]=[C:2]([C:37]3[CH:38]=[C:39]([NH:43][C@H:44]([C:47]4[CH:52]=[CH:51][CH:50]=[CH:49][CH:48]=4)[CH2:45][OH:46])[CH:40]=[N:41][CH:42]=3)[CH:3]=2)[NH:7][N:6]=1. (2) Given the reactants [CH3:1][CH:2]([NH:5][C:6](=[O:12])[O:7][C:8]([CH3:11])([CH3:10])[CH3:9])[CH:3]=[CH2:4].Br[C:14]1[CH:22]=[CH:21][CH:20]=[C:19]2[C:15]=1[CH:16]=[N:17][N:18]2[C:23]1[CH:28]=[CH:27][C:26]([F:29])=[CH:25][CH:24]=1.C(N(C(C)C)C(C)C)C, predict the reaction product. The product is: [F:29][C:26]1[CH:25]=[CH:24][C:23]([N:18]2[C:19]3[C:15](=[C:14](/[CH:4]=[CH:3]/[CH:2]([NH:5][C:6](=[O:12])[O:7][C:8]([CH3:11])([CH3:10])[CH3:9])[CH3:1])[CH:22]=[CH:21][CH:20]=3)[CH:16]=[N:17]2)=[CH:28][CH:27]=1. (3) The product is: [C:1]([O:5][C:6](=[O:22])[CH:7]([N:8]=[C:9]([C:10]1[CH:11]=[CH:12][CH:13]=[CH:14][CH:15]=1)[C:16]1[CH:17]=[CH:18][CH:19]=[CH:20][CH:21]=1)[CH2:37][CH2:36][CH:35]=[CH2:34])([CH3:4])([CH3:2])[CH3:3]. Given the reactants [C:1]([O:5][C:6](=[O:22])[CH2:7][N:8]=[C:9]([C:16]1[CH:21]=[CH:20][CH:19]=[CH:18][CH:17]=1)[C:10]1[CH:15]=[CH:14][CH:13]=[CH:12][CH:11]=1)([CH3:4])([CH3:3])[CH3:2].C[Si]([N-][Si](C)(C)C)(C)C.[Na+].Br[CH2:34][CH2:35][CH:36]=[CH2:37], predict the reaction product. (4) Given the reactants [CH2:1]([O:3][C:4](=[O:24])[CH2:5][CH2:6][CH2:7][CH2:8][CH2:9][N:10]1[C:22]2[CH2:21][CH2:20][CH2:19][CH2:18][C:17]=2[C:16]2[C:11]1=[CH:12][CH:13]=[C:14](Br)[CH:15]=2)[CH3:2].[CH2:25](O)[CH3:26].C([O-])([O-])=O.[Na+].[Na+], predict the reaction product. The product is: [CH2:1]([O:3][C:4](=[O:24])[CH2:5][CH2:6][CH2:7][CH2:8][CH2:9][N:10]1[C:22]2[CH2:21][CH2:20][CH2:19][CH2:18][C:17]=2[C:16]2[C:11]1=[CH:12][CH:13]=[C:14]([C:26]1[CH:25]=[CH:16][C:11]([N:10]([CH3:22])[CH3:9])=[CH:12][CH:13]=1)[CH:15]=2)[CH3:2]. (5) Given the reactants C([O:8][C:9]1[CH:14]=[CH:13][C:12]([C:15]2[O:19][N:18]=[C:17]([C:20]3[CH:25]=[CH:24][C:23]([O:26][C:27]4[CH:32]=[CH:31][CH:30]=[CH:29][CH:28]=4)=[CH:22][CH:21]=3)[N:16]=2)=[CH:11][CH:10]=1)C1C=CC=CC=1, predict the reaction product. The product is: [O:26]([C:23]1[CH:22]=[CH:21][C:20]([C:17]2[N:16]=[C:15]([C:12]3[CH:13]=[CH:14][C:9]([OH:8])=[CH:10][CH:11]=3)[O:19][N:18]=2)=[CH:25][CH:24]=1)[C:27]1[CH:32]=[CH:31][CH:30]=[CH:29][CH:28]=1. (6) Given the reactants C1C(=O)N([Br:8])C(=O)C1.[Cl:9][C:10]1[C:11]2[N:12]([C:17]([C@@H:20]3[CH2:25][CH2:24][CH2:23][N:22]([C:26]([O:28][CH2:29][C:30]4[CH:35]=[CH:34][CH:33]=[CH:32][CH:31]=4)=[O:27])[CH2:21]3)=[N:18][CH:19]=2)[C:13]([CH3:16])=[CH:14][N:15]=1, predict the reaction product. The product is: [Br:8][C:19]1[N:18]=[C:17]([C@@H:20]2[CH2:25][CH2:24][CH2:23][N:22]([C:26]([O:28][CH2:29][C:30]3[CH:31]=[CH:32][CH:33]=[CH:34][CH:35]=3)=[O:27])[CH2:21]2)[N:12]2[C:13]([CH3:16])=[CH:14][N:15]=[C:10]([Cl:9])[C:11]=12. (7) Given the reactants [NH2:1][C:2]1[CH:9]=[CH:8][C:5]([C:6]#[N:7])=[CH:4][CH:3]=1.Cl[CH2:11][C:12]([OH:14])=[O:13], predict the reaction product. The product is: [C:6]([C:5]1[CH:8]=[CH:9][C:2]([NH:1][CH2:11][C:12]([OH:14])=[O:13])=[CH:3][CH:4]=1)#[N:7].